The task is: Predict which catalyst facilitates the given reaction.. This data is from Catalyst prediction with 721,799 reactions and 888 catalyst types from USPTO. (1) Reactant: [Cl:1][C:2]1[CH:3]=[N:4][CH:5]=[C:6]([Cl:9])[C:7]=1[CH3:8].C[O:11][C:12]([C:14]1[C:28]2[O:27][CH2:26][C:21]3([O:25][CH2:24][CH2:23][O:22]3)[CH2:20][O:19][C:18]=2[C:17]([O:29][CH3:30])=[CH:16][CH:15]=1)=O.[Li+].C[Si]([N-][Si](C)(C)C)(C)C. Product: [Cl:1][C:2]1[CH:3]=[N:4][CH:5]=[C:6]([Cl:9])[C:7]=1[CH2:8][C:12]([C:14]1[C:28]2[O:27][CH2:26][C:21]3([O:25][CH2:24][CH2:23][O:22]3)[CH2:20][O:19][C:18]=2[C:17]([O:29][CH3:30])=[CH:16][CH:15]=1)=[O:11]. The catalyst class is: 1. (2) Product: [Cl:1][C:2]1[CH:7]=[CH:6][C:5]([CH3:8])=[CH:4][C:3]=1[O:9][CH3:12]. Reactant: [Cl:1][C:2]1[CH:7]=[CH:6][C:5]([CH3:8])=[CH:4][C:3]=1[OH:9].[OH-].[Na+].[CH3:12]I. The catalyst class is: 5. (3) Reactant: C([O:8][C:9]([CH:11]1[CH2:15][CH:14]([CH2:16][CH:17]=[CH:18][CH2:19][CH3:20])[CH2:13][N:12]1[CH2:21][C:22]1[N:23]([CH2:27][C:28]2[CH:33]=[CH:32][CH:31]=[CH:30][CH:29]=2)[CH:24]=[CH:25][N:26]=1)=[O:10])C1C=CC=CC=1.C1COCC1.O.O.[OH-].[Li+]. Product: [CH2:27]([N:23]1[CH:24]=[CH:25][N:26]=[C:22]1[CH2:21][N:12]1[CH2:13][CH:14]([CH2:16][CH:17]=[CH:18][CH2:19][CH3:20])[CH2:15][CH:11]1[C:9]([OH:10])=[O:8])[C:28]1[CH:29]=[CH:30][CH:31]=[CH:32][CH:33]=1. The catalyst class is: 6. (4) Reactant: Cl.[Br:2][C:3]1[CH:7]=[C:6]([C:8]2([O:12][CH3:13])[CH2:11][NH:10][CH2:9]2)[N:5]([CH3:14])[N:4]=1.C(N(CC)CC)C.[CH3:22][S:23](Cl)(=[O:25])=[O:24].C(=O)([O-])O.[Na+]. Product: [Br:2][C:3]1[CH:7]=[C:6]([C:8]2([O:12][CH3:13])[CH2:11][N:10]([S:23]([CH3:22])(=[O:25])=[O:24])[CH2:9]2)[N:5]([CH3:14])[N:4]=1. The catalyst class is: 7. (5) Reactant: [CH2:1]([O:8][NH:9][C@H:10]1[CH2:15][N:14]([C:16]([O:18][C:19]([CH3:22])([CH3:21])[CH3:20])=[O:17])[C@H:13]([C:23]([OH:25])=[O:24])[CH2:12][CH2:11]1)[C:2]1[CH:7]=[CH:6][CH:5]=[CH:4][CH:3]=1.[CH2:26](Br)[C:27]1[CH:32]=[CH:31][CH:30]=[CH:29][CH:28]=1.C(N(C(C)C)CC)(C)C. Product: [CH2:1]([O:8][NH:9][C@H:10]1[CH2:15][N:14]([C:16]([O:18][C:19]([CH3:21])([CH3:22])[CH3:20])=[O:17])[C@H:13]([C:23]([O:25][CH2:26][C:27]2[CH:32]=[CH:31][CH:30]=[CH:29][CH:28]=2)=[O:24])[CH2:12][CH2:11]1)[C:2]1[CH:3]=[CH:4][CH:5]=[CH:6][CH:7]=1. The catalyst class is: 115.